Dataset: Forward reaction prediction with 1.9M reactions from USPTO patents (1976-2016). Task: Predict the product of the given reaction. (1) Given the reactants [CH:1]1([NH:4][CH2:5][C:6]2[CH:7]=[C:8]([CH:42]=[CH:43][CH:44]=2)[C:9]([NH:11][C:12]2[S:13][C:14]3[CH2:41][CH2:40][CH2:39][CH2:38][C:15]=3[C:16]=2[C:17]([NH:19][C:20]2[CH:25]=[CH:24][C:23]([CH2:26][CH2:27][C:28]3[CH:37]=[CH:36][C:31]([C:32]([O:34][CH3:35])=[O:33])=[CH:30][CH:29]=3)=[CH:22][CH:21]=2)=[O:18])=[O:10])[CH2:3][CH2:2]1.Cl[C:46]1[N:51]=[CH:50][C:49]([C:52]([O:54][CH2:55][CH3:56])=[O:53])=[CH:48][N:47]=1, predict the reaction product. The product is: [CH:1]1([N:4]([CH2:5][C:6]2[CH:44]=[CH:43][CH:42]=[C:8]([C:9](=[O:10])[NH:11][C:12]3[S:13][C:14]4[CH2:41][CH2:40][CH2:39][CH2:38][C:15]=4[C:16]=3[C:17](=[O:18])[NH:19][C:20]3[CH:25]=[CH:24][C:23]([CH2:26][CH2:27][C:28]4[CH:29]=[CH:30][C:31]([C:32]([O:34][CH3:35])=[O:33])=[CH:36][CH:37]=4)=[CH:22][CH:21]=3)[CH:7]=2)[C:46]2[N:47]=[CH:48][C:49]([C:52]([O:54][CH2:55][CH3:56])=[O:53])=[CH:50][N:51]=2)[CH2:3][CH2:2]1. (2) Given the reactants Cl[C:2]1[N:7]=[C:6]([N:8]2[CH2:13][CH2:12][N:11]([CH3:14])[CH2:10][CH2:9]2)[N:5]=[C:4]([N:15]2[CH2:20][CH2:19][CH:18]([C:21]([NH:23][CH2:24][C:25]3[CH:30]=[CH:29][CH:28]=[CH:27][C:26]=3[C:31]([F:34])([F:33])[F:32])=[O:22])[CH2:17][CH2:16]2)[N:3]=1.[CH3:35][O-:36].[Na+], predict the reaction product. The product is: [CH3:35][O:36][C:2]1[N:7]=[C:6]([N:8]2[CH2:13][CH2:12][N:11]([CH3:14])[CH2:10][CH2:9]2)[N:5]=[C:4]([N:15]2[CH2:20][CH2:19][CH:18]([C:21]([NH:23][CH2:24][C:25]3[CH:30]=[CH:29][CH:28]=[CH:27][C:26]=3[C:31]([F:34])([F:33])[F:32])=[O:22])[CH2:17][CH2:16]2)[N:3]=1.